This data is from Catalyst prediction with 721,799 reactions and 888 catalyst types from USPTO. The task is: Predict which catalyst facilitates the given reaction. (1) Reactant: CS(Cl)(=O)=O.O[CH2:7][CH2:8][CH2:9][NH:10][C:11]([C:13]1[CH:21]=[C:20]2[C:16]([CH:17]=[CH:18][NH:19]2)=[C:15]([Br:22])[CH:14]=1)=[O:12].C(N(CC)CC)C.[NH:30]1[CH2:34][CH2:33][CH2:32][C@H:31]1[CH2:35][OH:36]. Product: [OH:36][CH2:35][C@@H:31]1[CH2:32][CH2:33][CH2:34][N:30]1[CH2:7][CH2:8][CH2:9][NH:10][C:11]([C:13]1[CH:21]=[C:20]2[C:16]([CH:17]=[CH:18][NH:19]2)=[C:15]([Br:22])[CH:14]=1)=[O:12]. The catalyst class is: 1. (2) Reactant: C[O-].[Na+].[C:4](#[N:7])[CH:5]=[CH2:6].Cl.[CH2:9]([O:16][C:17]1[CH:22]=[CH:21][C:20]([NH:23][NH2:24])=[C:19]([F:25])[CH:18]=1)[C:10]1[CH:15]=[CH:14][CH:13]=[CH:12][CH:11]=1. Product: [NH2:7][C:4]1[NH:24][N:23]([C:20]2[CH:21]=[CH:22][C:17]([O:16][CH2:9][C:10]3[CH:15]=[CH:14][CH:13]=[CH:12][CH:11]=3)=[CH:18][C:19]=2[F:25])[CH2:6][CH:5]=1. The catalyst class is: 191. (3) Reactant: [OH:1][C:2]1[CH:9]=[C:8]([OH:10])[CH:7]=[CH:6][C:3]=1[CH:4]=[O:5].C1(P(C2C=CC=CC=2)C2C=CC=CC=2)C=CC=CC=1.[CH3:30][C:31]1[C:36]([CH2:37]O)=[CH:35][CH:34]=[CH:33][C:32]=1[C:39]1[CH:44]=[CH:43][CH:42]=[CH:41][CH:40]=1.N(C(OC(C)C)=O)=NC(OC(C)C)=O. Product: [OH:1][C:2]1[CH:9]=[C:8]([O:10][CH2:37][C:36]2[C:31]([CH3:30])=[C:32]([C:39]3[CH:44]=[CH:43][CH:42]=[CH:41][CH:40]=3)[CH:33]=[CH:34][CH:35]=2)[CH:7]=[CH:6][C:3]=1[CH:4]=[O:5]. The catalyst class is: 7. (4) Reactant: ClCCl.C([O:11][CH2:12][C:13]([NH:15][C:16]1[CH:25]=[C:24]2[C:19]([CH:20]=[C:21]([C:27]3[CH:32]=[CH:31][CH:30]=[CH:29][CH:28]=3)[NH:22][C:23]2=[O:26])=[CH:18][CH:17]=1)=[O:14])C1C=CC=CC=1. Product: [OH:11][CH2:12][C:13]([NH:15][C:16]1[CH:25]=[C:24]2[C:19]([CH:20]=[C:21]([C:27]3[CH:32]=[CH:31][CH:30]=[CH:29][CH:28]=3)[NH:22][C:23]2=[O:26])=[CH:18][CH:17]=1)=[O:14]. The catalyst class is: 43. (5) Reactant: [F:1][CH2:2][CH2:3][N:4]1[C:16]2[CH2:15][CH2:14][CH2:13][CH:12]([C:17](O)=[O:18])[C:11]=2[C:10]2[C:5]1=[CH:6][CH:7]=[CH:8][C:9]=2[O:20][CH3:21].C(Cl)(=O)C([Cl:25])=O.CN(C=O)C. The catalyst class is: 4. Product: [F:1][CH2:2][CH2:3][N:4]1[C:16]2[CH2:15][CH2:14][CH2:13][CH:12]([C:17]([Cl:25])=[O:18])[C:11]=2[C:10]2[C:5]1=[CH:6][CH:7]=[CH:8][C:9]=2[O:20][CH3:21]. (6) Reactant: [Cl:1][C:2]1[CH:3]=[CH:4][CH:5]=[C:6]([C:15]([C@@H:17]2[CH2:22][CH2:21][CH2:20][N:19]([C:23]([O:25][C:26]([CH3:29])([CH3:28])[CH3:27])=[O:24])[CH2:18]2)=[O:16])[C:7]=1[C:8]1[CH:13]=[CH:12][CH:11]=[C:10]([CH3:14])[CH:9]=1.C[Si]1(C)CC[Si](C)(C)[N:32]1[CH2:38][CH2:39][CH2:40][Mg]Cl. Product: [NH2:32][CH2:38][CH2:39][CH2:40][C@:15]([C@@H:17]1[CH2:22][CH2:21][CH2:20][N:19]([C:23]([O:25][C:26]([CH3:29])([CH3:28])[CH3:27])=[O:24])[CH2:18]1)([C:6]1[CH:5]=[CH:4][CH:3]=[C:2]([Cl:1])[C:7]=1[C:8]1[CH:13]=[CH:12][CH:11]=[C:10]([CH3:14])[CH:9]=1)[OH:16]. The catalyst class is: 1. (7) Reactant: [Cl:1][C:2]1[CH:7]=[CH:6][CH:5]=[C:4]([Cl:8])[C:3]=1[NH:9][C:10]1[NH:22][C:21]2[C:16]3[N:17]=[C:18]([CH3:20])[O:19][C:15]=3[C:14]([C:23](O)=[O:24])=[CH:13][C:12]=2[N:11]=1.C(Cl)(=O)C(Cl)=O.[F:32][C:33]1([F:40])[CH2:38][CH2:37][CH:36]([NH2:39])[CH2:35][CH2:34]1.CCN(C(C)C)C(C)C. Product: [Cl:1][C:2]1[CH:7]=[CH:6][CH:5]=[C:4]([Cl:8])[C:3]=1[NH:9][C:10]1[NH:22][C:21]2[C:16]3[N:17]=[C:18]([CH3:20])[O:19][C:15]=3[C:14]([C:23]([NH:39][CH:36]3[CH2:37][CH2:38][C:33]([F:40])([F:32])[CH2:34][CH2:35]3)=[O:24])=[CH:13][C:12]=2[N:11]=1. The catalyst class is: 1. (8) Reactant: [Cl:1][C:2]1[C:32]([C:33]([F:36])([F:35])[F:34])=[CH:31][CH:30]=[CH:29][C:3]=1[CH2:4][N:5]([CH2:20][C@H:21]([C:23]1[CH:28]=[CH:27][CH:26]=[CH:25][CH:24]=1)[CH3:22])[CH2:6][CH2:7][CH2:8][O:9][C:10]1[CH:11]=[C:12]([CH2:16][C:17]([OH:19])=[O:18])[CH:13]=[CH:14][CH:15]=1.Cl. Product: [ClH:1].[Cl:1][C:2]1[C:32]([C:33]([F:34])([F:35])[F:36])=[CH:31][CH:30]=[CH:29][C:3]=1[CH2:4][N:5]([CH2:20][C@H:21]([C:23]1[CH:24]=[CH:25][CH:26]=[CH:27][CH:28]=1)[CH3:22])[CH2:6][CH2:7][CH2:8][O:9][C:10]1[CH:11]=[C:12]([CH2:16][C:17]([OH:19])=[O:18])[CH:13]=[CH:14][CH:15]=1. The catalyst class is: 27. (9) Reactant: [CH3:1][CH:2]1[C:14]2[C:13]3[C:8](=[CH:9][CH:10]=[C:11]([C:15]([OH:17])=[O:16])[CH:12]=3)[NH:7][C:6]=2[C:5](=[O:18])[NH:4][CH2:3]1.[CH3:19]O. Product: [CH3:19][O:16][C:15]([C:11]1[CH:12]=[C:13]2[C:8](=[CH:9][CH:10]=1)[NH:7][C:6]1[C:5](=[O:18])[NH:4][CH2:3][CH:2]([CH3:1])[C:14]2=1)=[O:17]. The catalyst class is: 33. (10) The catalyst class is: 25. Reactant: [NH:1]1[CH2:6][CH2:5][CH2:4][CH2:3][CH2:2]1.[CH3:7][C:8]1[C:17]2[C:16](=[N:18][C:19]3[CH:24]=[CH:23][CH:22]=[CH:21][CH:20]=3)[O:15][C:14]([CH:25]([O:27][C:28](=[O:30])[CH3:29])[CH3:26])=[N:13][C:12]=2[CH:11]=[CH:10][CH:9]=1. Product: [CH3:26][CH:25]([O:27][C:28](=[O:30])[CH3:29])[C:14](=[N:13][C:12]1[CH:11]=[CH:10][CH:9]=[C:8]([CH3:7])[C:17]=1[C:16](=[O:15])[NH:18][C:19]1[CH:24]=[CH:23][CH:22]=[CH:21][CH:20]=1)[N:1]1[CH2:6][CH2:5][CH2:4][CH2:3][CH2:2]1.